Dataset: Full USPTO retrosynthesis dataset with 1.9M reactions from patents (1976-2016). Task: Predict the reactants needed to synthesize the given product. (1) Given the product [Cl:24][C:25]1[CH:26]=[C:27]([CH:31]([NH:34][C:2]2[N:22]=[C:5]3[C:6]([O:20][CH3:21])=[CH:7][C:8]([C:10]([N:12]4[C@H:17]([CH3:18])[CH2:16][O:15][CH:14]([CH3:19])[CH2:13]4)=[O:11])=[CH:9][N:4]3[N:3]=2)[CH2:32][F:33])[CH:28]=[CH:29][CH:30]=1, predict the reactants needed to synthesize it. The reactants are: Br[C:2]1[N:22]=[C:5]2[C:6]([O:20][CH3:21])=[CH:7][C:8]([C:10]([N:12]3[C@H:17]([CH3:18])[CH2:16][O:15][CH:14]([CH3:19])[CH2:13]3)=[O:11])=[CH:9][N:4]2[N:3]=1.Cl.[Cl:24][C:25]1[CH:26]=[C:27]([CH:31]([NH2:34])[CH2:32][F:33])[CH:28]=[CH:29][CH:30]=1.CC(C)([O-])C.[Na+].C1(P(C2C=CC=CC=2)C2C3OC4C(=CC=CC=4P(C4C=CC=CC=4)C4C=CC=CC=4)C(C)(C)C=3C=CC=2)C=CC=CC=1. (2) Given the product [CH2:33]([N:18]1[C:17]2[C:16]3[N:15]=[C:14]([C:19]([F:20])([F:21])[F:22])[CH:13]=[C:12]([C:23]([F:26])([F:24])[F:25])[C:11]=3[CH:10]=[CH:9][C:8]=2[CH:7]=[C:6]1[C:2]1[O:1][CH:5]=[N:4][N:3]=1)[C:34]1[CH:39]=[CH:38][CH:37]=[CH:36][CH:35]=1, predict the reactants needed to synthesize it. The reactants are: [O:1]1[CH:5]=[N:4][N:3]=[C:2]1[C:6]1[NH:18][C:17]2[C:16]3[N:15]=[C:14]([C:19]([F:22])([F:21])[F:20])[CH:13]=[C:12]([C:23]([F:26])([F:25])[F:24])[C:11]=3[CH:10]=[CH:9][C:8]=2[CH:7]=1.C(=O)([O-])[O-].[K+].[K+].[CH2:33](Br)[C:34]1[CH:39]=[CH:38][CH:37]=[CH:36][CH:35]=1.C(OCC)(=O)C. (3) Given the product [Cl:1][C:2]1[C:19]([F:20])=[CH:18][CH:17]=[C:16]([F:21])[C:3]=1[CH2:4][N:5]1[CH2:10][CH2:9][NH:8][C:7]2[N:11]=[CH:12][C:13]([C:31]3[CH:32]=[N:33][C:34]([N:37]4[CH2:42][CH2:41][O:40][CH2:39][CH2:38]4)=[N:35][CH:36]=3)=[CH:14][C:6]1=2, predict the reactants needed to synthesize it. The reactants are: [Cl:1][C:2]1[C:19]([F:20])=[CH:18][CH:17]=[C:16]([F:21])[C:3]=1[CH2:4][N:5]1[CH2:10][CH2:9][NH:8][C:7]2[N:11]=[CH:12][C:13](I)=[CH:14][C:6]1=2.B1([C:31]2[CH:36]=[N:35][C:34]([N:37]3[CH2:42][CH2:41][O:40][CH2:39][CH2:38]3)=[N:33][CH:32]=2)OC(C)(C)C(C)(C)O1. (4) Given the product [CH3:1][N:2]1[C:6]2=[N:7][CH:8]=[CH:9][CH:10]=[C:5]2[C:4]([CH:26]=[O:27])=[C:3]1[C:11]1[CH:16]=[CH:15][CH:14]=[CH:13][CH:12]=1, predict the reactants needed to synthesize it. The reactants are: [CH3:1][N:2]1[C:6]2=[N:7][CH:8]=[CH:9][CH:10]=[C:5]2[CH:4]=[C:3]1[C:11]1[CH:16]=[CH:15][CH:14]=[CH:13][CH:12]=1.P(Cl)(Cl)(Cl)=O.[OH-].[Na+].CN(C)[CH:26]=[O:27]. (5) Given the product [NH2:22][C:4]1[C:3]([CH3:25])=[C:2]([Cl:1])[CH:7]=[C:6]([F:8])[C:5]=1[N:9]1[C:14](=[O:15])[CH:13]=[C:12]([C:16]([F:19])([F:18])[F:17])[N:11]([CH3:20])[C:10]1=[O:21], predict the reactants needed to synthesize it. The reactants are: [Cl:1][C:2]1[CH:7]=[C:6]([F:8])[C:5]([N:9]2[C:14](=[O:15])[CH:13]=[C:12]([C:16]([F:19])([F:18])[F:17])[N:11]([CH3:20])[C:10]2=[O:21])=[C:4]([N+:22]([O-])=O)[C:3]=1[CH3:25].O. (6) The reactants are: [F:1][C:2]1[CH:7]=[CH:6][CH:5]=[C:4]([N+:8]([O-])=O)[C:3]=1[C:11]1[CH:16]=[CH:15][CH:14]=[CH:13][C:12]=1[F:17].C1(P(C2C=CC=CC=2)C2C=CC=CC=2)C=CC=CC=1. Given the product [F:1][C:2]1[C:3]2[C:11]3[C:16](=[CH:15][CH:14]=[CH:13][C:12]=3[F:17])[NH:8][C:4]=2[CH:5]=[CH:6][CH:7]=1, predict the reactants needed to synthesize it. (7) Given the product [C:5]([O:9][C:10](=[O:30])[N:11]([C:13]1[CH:18]=[CH:3][C:2]([Br:1])=[C:15]([O:28][CH3:29])[CH:14]=1)[CH3:12])([CH3:8])([CH3:7])[CH3:6], predict the reactants needed to synthesize it. The reactants are: [Br:1][CH2:2][CH2:3]F.[C:5]([O:9][C:10](=[O:30])[N:11]([C:13]1[CH:18]=CC(C2C=CC3C(C=2)=NON=3)=[C:15]([O:28][CH3:29])[CH:14]=1)[CH3:12])([CH3:8])([CH3:7])[CH3:6].C(=O)([O-])[O-].[Cs+].[Cs+]. (8) Given the product [N:1]1([C@@H:6]2[CH2:10][CH2:9][N:8]([C:11]3[CH:16]=[CH:15][C:14]([N:17]4[CH:26]=[CH:25][C:24]5[C:19](=[CH:20][CH:21]=[C:22]([C@@H:27]([OH:37])[C@@H:28]([OH:47])[CH2:29][CH2:30][CH3:31])[CH:23]=5)[C:18]4=[O:32])=[CH:13][C:12]=3[F:33])[CH2:7]2)[CH2:2][CH2:3][CH2:4][CH2:5]1, predict the reactants needed to synthesize it. The reactants are: [N:1]1([C@@H:6]2[CH2:10][CH2:9][N:8]([C:11]3[CH:16]=[CH:15][C:14]([N:17]4[CH:26]=[CH:25][C:24]5[C:19](=[CH:20][CH:21]=[C:22](/[CH:27]=[CH:28]\[CH2:29][CH2:30][CH3:31])[CH:23]=5)[C:18]4=[O:32])=[CH:13][C:12]=3[F:33])[CH2:7]2)[CH2:5][CH2:4][CH2:3][CH2:2]1.C1C[O:37]CC1.C[N+]1([O-])CCOCC1.[OH2:47]. (9) The reactants are: [N:1]([CH2:4][C@@H:5]1[C@H:9]([F:10])[CH2:8][N:7]([C:11]([O:13][CH2:14][C:15]2[CH:20]=[CH:19][CH:18]=[CH:17][CH:16]=2)=[O:12])[CH2:6]1)=[N+]=[N-].[H][H]. Given the product [NH2:1][CH2:4][C@@H:5]1[C@H:9]([F:10])[CH2:8][N:7]([C:11]([O:13][CH2:14][C:15]2[CH:20]=[CH:19][CH:18]=[CH:17][CH:16]=2)=[O:12])[CH2:6]1, predict the reactants needed to synthesize it.